This data is from Full USPTO retrosynthesis dataset with 1.9M reactions from patents (1976-2016). The task is: Predict the reactants needed to synthesize the given product. Given the product [Cl:33][CH2:31][CH2:25][CH2:26][S:27]([N:12]1[CH2:11][CH2:10][CH:9]([NH:8][C:5]2[N:4]=[C:3]([C:15]3[N:16]([CH:21]([CH3:23])[CH3:22])[C:17]([CH3:20])=[N:18][CH:19]=3)[C:2]([F:1])=[CH:7][N:6]=2)[CH2:14][CH2:13]1)(=[O:29])=[O:28], predict the reactants needed to synthesize it. The reactants are: [F:1][C:2]1[C:3]([C:15]2[N:16]([CH:21]([CH3:23])[CH3:22])[C:17]([CH3:20])=[N:18][CH:19]=2)=[N:4][C:5]([NH:8][CH:9]2[CH2:14][CH2:13][NH:12][CH2:11][CH2:10]2)=[N:6][CH:7]=1.Cl[CH:25]([CH3:31])[CH2:26][S:27](Cl)(=[O:29])=[O:28].C(Cl)[Cl:33].